This data is from KCNQ2 potassium channel screen with 302,405 compounds. The task is: Binary Classification. Given a drug SMILES string, predict its activity (active/inactive) in a high-throughput screening assay against a specified biological target. (1) The drug is Clc1cc2nccc(N3CCN(CC3)c3ccc(cc3)C(=O)C)c2cc1. The result is 0 (inactive). (2) The compound is S(=O)(=O)(N1CCC(CC1)C(=O)Nc1sc2c(CCN(C2)CCC)c1C(=O)N)c1sccc1. The result is 0 (inactive). (3) The molecule is s1c(c(cc1C(=O)Nc1ncccc1C)C)CC. The result is 0 (inactive). (4) The drug is s1c(NC(=O)COC(=O)CCOc2ccccc2)c(cc1)C(=O)N. The result is 0 (inactive). (5) The molecule is OC(=O)c1cc2c3c4n(CCNC4CCC3)c2cc1. The result is 0 (inactive).